From a dataset of Full USPTO retrosynthesis dataset with 1.9M reactions from patents (1976-2016). Predict the reactants needed to synthesize the given product. (1) Given the product [CH3:1][NH:2][C:3]([C:5]1[CH:6]=[C:7]2[C:11](=[CH:12][CH:13]=1)[N:10]([CH:14]1[CH2:19][CH2:18][NH:17][CH2:16][CH2:15]1)[C:9](=[O:30])[CH2:8]2)=[O:4], predict the reactants needed to synthesize it. The reactants are: [CH3:1][NH:2][C:3]([C:5]1[CH:6]=[C:7]2[C:11](=[CH:12][CH:13]=1)[N:10]([CH:14]1[CH2:19][CH2:18][N:17](C(OCC3C=CC=CC=3)=O)[CH2:16][CH2:15]1)[C:9](=[O:30])[CH2:8]2)=[O:4]. (2) Given the product [C:18]([O:21][CH2:22][CH2:23][C:24]1[CH:25]=[C:26]([F:45])[C:27]([N:31]2[C:32]([NH2:44])=[C:33]([C:34](=[O:35])[C:36]3[CH:41]=[CH:40][C:39]([F:42])=[CH:38][C:37]=3[F:43])[CH:15]=[CH:14][C:13]2=[O:16])=[C:28]([F:30])[CH:29]=1)(=[O:20])[CH3:19], predict the reactants needed to synthesize it. The reactants are: C1N=CN(C(N2C=NC=C2)=O)C=1.[C:13](O)(=[O:16])[C:14]#[CH:15].[C:18]([O:21][CH2:22][CH2:23][C:24]1[CH:29]=[C:28]([F:30])[C:27]([NH:31][C:32]([NH2:44])=[CH:33][C:34]([C:36]2[CH:41]=[CH:40][C:39]([F:42])=[CH:38][C:37]=2[F:43])=[O:35])=[C:26]([F:45])[CH:25]=1)(=[O:20])[CH3:19]. (3) Given the product [NH2:8][C:9]1[CH:14]=[CH:13][CH:12]=[CH:11][C:10]=1[NH:15][C:16](=[O:35])[C:17]1[CH:18]=[CH:19][C:20]([C:23]2[S:24][C:25]([CH2:28][N:29]3[CH2:30][CH2:31][CH2:32][CH2:33][CH2:34]3)=[CH:26][N:27]=2)=[CH:21][CH:22]=1, predict the reactants needed to synthesize it. The reactants are: C(OC([NH:8][C:9]1[CH:14]=[CH:13][CH:12]=[CH:11][C:10]=1[NH:15][C:16](=[O:35])[C:17]1[CH:22]=[CH:21][C:20]([C:23]2[S:24][C:25]([CH2:28][N:29]3[CH2:34][CH2:33][CH2:32][CH2:31][CH2:30]3)=[CH:26][N:27]=2)=[CH:19][CH:18]=1)=O)(C)(C)C.Cl. (4) Given the product [O:12]=[C:13]1[CH:18]([C:19]([O:8][C@H:6]2[CH2:7][C@@H:2]([CH3:1])[CH2:3][CH2:4][C@@H:5]2[CH:9]([CH3:11])[CH3:10])=[O:20])[CH2:17][CH2:16][CH2:15][NH:14]1, predict the reactants needed to synthesize it. The reactants are: [CH3:1][CH:2]1[CH2:7][C@H:6]([OH:8])[C@@H:5]([CH:9]([CH3:11])[CH3:10])[CH2:4][CH2:3]1.[O:12]=[C:13]1[CH:18]([C:19](OCC)=[O:20])[CH2:17][CH2:16][CH2:15][NH:14]1. (5) Given the product [Cl:8][C:9]1[N:10]=[C:11]([N:19]2[CH2:23][CH2:22][C@H:21]([N:24]([CH2:33][CH2:34][CH2:35][CH2:36][CH3:37])[C:25](=[O:31])[O:26][C:27]([CH3:28])([CH3:30])[CH3:29])[CH2:20]2)[C:12]2[N:18]=[CH:17][CH:16]=[CH:15][C:13]=2[N:14]=1, predict the reactants needed to synthesize it. The reactants are: [H-].[Na+].CN(C)C=O.[Cl:8][C:9]1[N:10]=[C:11]([N:19]2[CH2:23][CH2:22][C@H:21]([NH:24][C:25](=[O:31])[O:26][C:27]([CH3:30])([CH3:29])[CH3:28])[CH2:20]2)[C:12]2[N:18]=[CH:17][CH:16]=[CH:15][C:13]=2[N:14]=1.Br[CH2:33][CH2:34][CH2:35][CH2:36][CH3:37]. (6) Given the product [CH3:1][N:12]1[C@@H:13]2[CH2:66][C:65]3[CH:64]=[CH:63][C:62]([O:39][CH3:38])=[C:61]4[O:23][C@H:22]5[C:24]([CH2:26][CH2:28][C@:14]2([OH:16])[C@:21]5([C:60]=34)[CH2:18][CH2:17]1)=[O:25], predict the reactants needed to synthesize it. The reactants are: [CH2:1]([N:12]([CH2:17][C:18](O)=O)[CH2:13][C:14]([OH:16])=O)[CH2:1][N:12]([CH2:17][C:18](O)=O)[CH2:13][C:14]([OH:16])=O.[CH2:21](O)[C@H:22]([C@H:24]([C@@H:26]([C@@H:28](CO)O)O)[OH:25])[OH:23].C(O)[C@H]1[O:39][C@H:38](O[C@]2(CO)O[C@H](CO)[C@@H](O)[C@@H]2O)[C@H](O)[C@@H](O)[C@@H]1O.CC[Hg]S[C:60]1[C:65]([C:66]([O-])=O)=[CH:64][CH:63]=[CH:62][CH:61]=1.[Na+].